This data is from Full USPTO retrosynthesis dataset with 1.9M reactions from patents (1976-2016). The task is: Predict the reactants needed to synthesize the given product. Given the product [CH3:1][O:2][C:3]1[CH:4]=[C:5]([S:9]([N:12]2[C:16]3=[CH:17][N:18]=[CH:19][CH:20]=[C:15]3[C:14]([CH2:21][CH2:22][NH2:23])=[CH:13]2)(=[O:10])=[O:11])[CH:6]=[CH:7][CH:8]=1, predict the reactants needed to synthesize it. The reactants are: [CH3:1][O:2][C:3]1[CH:4]=[C:5]([S:9]([N:12]2[C:16]3=[CH:17][N:18]=[CH:19][CH:20]=[C:15]3[C:14]([CH2:21][CH2:22][NH:23]C(=O)OC(C)(C)C)=[CH:13]2)(=[O:11])=[O:10])[CH:6]=[CH:7][CH:8]=1.FC(F)(F)C(O)=O.